Dataset: Drug-target binding data from BindingDB using IC50 measurements. Task: Regression. Given a target protein amino acid sequence and a drug SMILES string, predict the binding affinity score between them. We predict pIC50 (pIC50 = -log10(IC50 in M); higher means more potent). Dataset: bindingdb_ic50. (1) The compound is CC[C@H](C)[C@H](NC(=O)C[C@H](O)[C@H](CC(C)C)NC(=O)[C@H](Cc1c[nH]cn1)NC(=O)[C@H](Cc1ccccc1)NC(=O)[C@@H]1CCCN1C(=O)[C@H](Cc1c[nH]cn1)NC(=O)[C@@H]1CCCN1)C(=O)N[C@@H](Cc1c[nH]cn1)C(=O)N[C@@H](CCCCN)C(=O)O. The target protein (P08424) has sequence MGGRRMPLWALLLLWTSCSFSLPTDTASFGRILLKKMPSVREILEERGVDMTRISAEWGEFIKKSSFTNVTSPVVLTNYLDTQYYGEIGIGTPSQTFKVIFDTGSANLWVPSTKCGPLYTACEIHNLYDSSESSSYMENGTEFTIHYGSGKVKGFLSQDVVTVGGIIVTQTFGEVTELPLIPFMLAKFDGVLGMGFPAQAVDGVIPVFDHILSQRVLKEEVFSVYYSRESHLLGGEVVLGGSDPQHYQGNFHYVSISKAGSWQITMKGVSVGPATLLCEEGCMAVVDTGTSYISGPTSSLQLIMQALGVKEKRANNYVVNCSQVPTLPDISFYLGGRTYTLSNMDYVQKNPFRNDDLCILALQGLDIPPPTGPVWVLGATFIRKFYTEFDRHNNRIGFALAR. The pIC50 is 4.0. (2) The drug is O=C(O)C(=O)c1ccc(O)cc1. The target protein (P18886) has sequence MMPRLLFRAWPRCPSLVLGAPSRPLSAVSGPDDYLQHSIVPTMHYQDSLPRLPIPKLEDTMKRYLNAQKPLLDDSQFRRTEALCKNFETGVGKELHAHLLAQDKQNKHTSYISGPWFDMYLTARDSIVLNFNPFMAFNPDPKSEYNDQLTRATNLTVSAVRFLKTLQAGLLEPEVFHLNPSKSDTDAFKRLIRFVPPSLSWYGAYLVNAYPLDMSQYFRLFNSTRIPRPNRDELFTDTKARHLLVLRKGHFYVFDVLDQDGNIVNPLEIQAHLKYILSDSSPVPEFPVAYLTSENRDVWAELRQKLIFDGNEETLKKVDSAVFCLCLDDFPMKDLIHLSHTMLHGDGTNRWFDKSFNLIVAEDGTAAVHFEHSWGDGVAVLRFFNEVFRDSTQTPAITPQSQPAATNSSASVETLSFNLSGALKAGITAAKEKFDTTVKTLSIDSIQFQRGGKEFLKKKQLSPDAVAQLAFQMAFLRQYGQTVATYESCSTAAFKHGRTE.... The pIC50 is 4.0.